Dataset: NCI-60 drug combinations with 297,098 pairs across 59 cell lines. Task: Regression. Given two drug SMILES strings and cell line genomic features, predict the synergy score measuring deviation from expected non-interaction effect. (1) Drug 1: CC1=C(C(=CC=C1)Cl)NC(=O)C2=CN=C(S2)NC3=CC(=NC(=N3)C)N4CCN(CC4)CCO. Drug 2: CNC(=O)C1=NC=CC(=C1)OC2=CC=C(C=C2)NC(=O)NC3=CC(=C(C=C3)Cl)C(F)(F)F. Cell line: SK-OV-3. Synergy scores: CSS=66.0, Synergy_ZIP=4.70, Synergy_Bliss=4.70, Synergy_Loewe=-0.345, Synergy_HSA=6.80. (2) Drug 1: C1CCN(CC1)CCOC2=CC=C(C=C2)C(=O)C3=C(SC4=C3C=CC(=C4)O)C5=CC=C(C=C5)O. Drug 2: CC1C(C(CC(O1)OC2CC(CC3=C2C(=C4C(=C3O)C(=O)C5=CC=CC=C5C4=O)O)(C(=O)C)O)N)O. Cell line: ACHN. Synergy scores: CSS=49.5, Synergy_ZIP=-0.457, Synergy_Bliss=-2.78, Synergy_Loewe=-7.54, Synergy_HSA=-1.90. (3) Drug 1: CC1=C2C(C(=O)C3(C(CC4C(C3C(C(C2(C)C)(CC1OC(=O)C(C(C5=CC=CC=C5)NC(=O)OC(C)(C)C)O)O)OC(=O)C6=CC=CC=C6)(CO4)OC(=O)C)OC)C)OC. Drug 2: C1CN1P(=S)(N2CC2)N3CC3. Cell line: NCI/ADR-RES. Synergy scores: CSS=1.74, Synergy_ZIP=-5.86, Synergy_Bliss=-5.83, Synergy_Loewe=-6.60, Synergy_HSA=-4.69. (4) Drug 1: C1CCC(CC1)NC(=O)N(CCCl)N=O. Drug 2: C1C(C(OC1N2C=NC3=C(N=C(N=C32)Cl)N)CO)O. Cell line: HL-60(TB). Synergy scores: CSS=62.7, Synergy_ZIP=6.34, Synergy_Bliss=7.21, Synergy_Loewe=-4.72, Synergy_HSA=8.32. (5) Drug 1: C1=C(C(=O)NC(=O)N1)N(CCCl)CCCl. Drug 2: C1=NC2=C(N=C(N=C2N1C3C(C(C(O3)CO)O)F)Cl)N. Cell line: SR. Synergy scores: CSS=56.2, Synergy_ZIP=6.90, Synergy_Bliss=5.07, Synergy_Loewe=2.87, Synergy_HSA=5.45. (6) Drug 1: CCC(=C(C1=CC=CC=C1)C2=CC=C(C=C2)OCCN(C)C)C3=CC=CC=C3.C(C(=O)O)C(CC(=O)O)(C(=O)O)O. Drug 2: CCCCC(=O)OCC(=O)C1(CC(C2=C(C1)C(=C3C(=C2O)C(=O)C4=C(C3=O)C=CC=C4OC)O)OC5CC(C(C(O5)C)O)NC(=O)C(F)(F)F)O. Cell line: SNB-19. Synergy scores: CSS=36.3, Synergy_ZIP=6.06, Synergy_Bliss=8.13, Synergy_Loewe=-5.92, Synergy_HSA=5.93.